This data is from Peptide-MHC class II binding affinity with 134,281 pairs from IEDB. The task is: Regression. Given a peptide amino acid sequence and an MHC pseudo amino acid sequence, predict their binding affinity value. This is MHC class II binding data. (1) The peptide sequence is EKKYFAATQYEPLAA. The MHC is DRB1_0701 with pseudo-sequence DRB1_0701. The binding affinity (normalized) is 0.821. (2) The peptide sequence is FQFICNLLLLFVTIY. The MHC is DRB1_0101 with pseudo-sequence DRB1_0101. The binding affinity (normalized) is 0.541. (3) The peptide sequence is KWHKHYLVCNYGPSG. The MHC is DRB4_0101 with pseudo-sequence DRB4_0103. The binding affinity (normalized) is 0.204. (4) The MHC is HLA-DPA10103-DPB10401 with pseudo-sequence HLA-DPA10103-DPB10401. The peptide sequence is ITDTTIGTGDDCISI. The binding affinity (normalized) is 0. (5) The peptide sequence is QKEDAALTIYEMLQN. The MHC is DRB1_1302 with pseudo-sequence DRB1_1302. The binding affinity (normalized) is 0.178. (6) The peptide sequence is GELQIVDKIDAAFKF. The MHC is DRB1_0802 with pseudo-sequence DRB1_0802. The binding affinity (normalized) is 0.392. (7) The peptide sequence is QPNLKALREKVLGLP. The MHC is DRB3_0101 with pseudo-sequence DRB3_0101. The binding affinity (normalized) is 0. (8) The peptide sequence is RFYKTLRAEQAS. The MHC is DRB1_0101 with pseudo-sequence DRB1_0101. The binding affinity (normalized) is 0.878.